This data is from Catalyst prediction with 721,799 reactions and 888 catalyst types from USPTO. The task is: Predict which catalyst facilitates the given reaction. (1) Reactant: [F:1][C:2]1[CH:9]=[CH:8][C:5]([CH:6]=[O:7])=[CH:4][N:3]=1.[CH3:10][Mg]Br. Product: [F:1][C:2]1[N:3]=[CH:4][C:5]([CH:6]([OH:7])[CH3:10])=[CH:8][CH:9]=1. The catalyst class is: 1. (2) Reactant: [CH3:1][O:2][C:3]1[CH:9]=[CH:8][C:7]([C:10]([F:13])([F:12])[F:11])=[CH:6][C:4]=1[NH2:5].[C:14](Cl)(=[O:19])[C:15]([CH3:18])([CH3:17])[CH3:16]. Product: [CH3:1][O:2][C:3]1[CH:9]=[CH:8][C:7]([C:10]([F:11])([F:12])[F:13])=[CH:6][C:4]=1[NH:5][C:14](=[O:19])[C:15]([CH3:18])([CH3:17])[CH3:16]. The catalyst class is: 2.